From a dataset of Peptide-MHC class I binding affinity with 185,985 pairs from IEDB/IMGT. Regression. Given a peptide amino acid sequence and an MHC pseudo amino acid sequence, predict their binding affinity value. This is MHC class I binding data. (1) The peptide sequence is VSNASGNVV. The MHC is HLA-A01:01 with pseudo-sequence HLA-A01:01. The binding affinity (normalized) is 0.0957. (2) The peptide sequence is ALKNSQAEL. The MHC is HLA-A02:03 with pseudo-sequence HLA-A02:03. The binding affinity (normalized) is 0.739. (3) The peptide sequence is PGIKTKHLCRL. The MHC is Mamu-A02 with pseudo-sequence Mamu-A02. The binding affinity (normalized) is 0.127. (4) The peptide sequence is IVNEHDIKY. The MHC is HLA-A03:01 with pseudo-sequence HLA-A03:01. The binding affinity (normalized) is 0.989. (5) The peptide sequence is SDYDYYRYNL. The MHC is HLA-B18:01 with pseudo-sequence HLA-B18:01. The binding affinity (normalized) is 0.